Dataset: NCI-60 drug combinations with 297,098 pairs across 59 cell lines. Task: Regression. Given two drug SMILES strings and cell line genomic features, predict the synergy score measuring deviation from expected non-interaction effect. (1) Drug 1: CCC1=CC2CC(C3=C(CN(C2)C1)C4=CC=CC=C4N3)(C5=C(C=C6C(=C5)C78CCN9C7C(C=CC9)(C(C(C8N6C)(C(=O)OC)O)OC(=O)C)CC)OC)C(=O)OC.C(C(C(=O)O)O)(C(=O)O)O. Drug 2: C1=CC=C(C=C1)NC(=O)CCCCCCC(=O)NO. Cell line: MOLT-4. Synergy scores: CSS=87.3, Synergy_ZIP=5.73, Synergy_Bliss=7.11, Synergy_Loewe=1.44, Synergy_HSA=8.86. (2) Drug 1: CC(CN1CC(=O)NC(=O)C1)N2CC(=O)NC(=O)C2. Drug 2: CCC(=C(C1=CC=CC=C1)C2=CC=C(C=C2)OCCN(C)C)C3=CC=CC=C3.C(C(=O)O)C(CC(=O)O)(C(=O)O)O. Cell line: IGROV1. Synergy scores: CSS=21.1, Synergy_ZIP=-5.58, Synergy_Bliss=0.149, Synergy_Loewe=1.96, Synergy_HSA=2.10.